From a dataset of Reaction yield outcomes from USPTO patents with 853,638 reactions. Predict the reaction yield, written as a fraction of the theoretical maximum amount of product (1.0 means a 100% yield; for example, 0.34 means a 34% yield). (1) The reactants are [CH3:1][O:2][CH2:3][CH2:4][NH:5][S:6]([C:9]1[CH:14]=[CH:13][C:12]([N+:15]([O-])=O)=[CH:11][CH:10]=1)(=[O:8])=[O:7]. The catalyst is CO.[Pd]. The product is [NH2:15][C:12]1[CH:13]=[CH:14][C:9]([S:6]([NH:5][CH2:4][CH2:3][O:2][CH3:1])(=[O:8])=[O:7])=[CH:10][CH:11]=1. The yield is 0.850. (2) The reactants are Br[C:2]1[C:3](=[O:28])[NH:4][C:5](=[O:27])[N:6]([CH2:8][CH2:9][CH2:10][N:11]2[CH2:16][C@H:15]3[C@:13]([C:17]4[CH:22]=[CH:21][C:20]([C:23]([F:26])([F:25])[F:24])=[CH:19][CH:18]=4)([CH2:14]3)[CH2:12]2)[N:7]=1.[CH3:29][C:30]1[CH:35]=[C:34](B2OC(C)(C)C(C)(C)O2)[CH:33]=[CH:32][N:31]=1.C(=O)([O-])[O-].[Na+].[Na+].C1(C2C=CC=CC=2)C=CC=CC=1P(C1CCCCC1)C1CCCCC1. The catalyst is C1C=CC([P]([Pd]([P](C2C=CC=CC=2)(C2C=CC=CC=2)C2C=CC=CC=2)([P](C2C=CC=CC=2)(C2C=CC=CC=2)C2C=CC=CC=2)[P](C2C=CC=CC=2)(C2C=CC=CC=2)C2C=CC=CC=2)(C2C=CC=CC=2)C2C=CC=CC=2)=CC=1.O.COCCOC. The product is [CH3:29][C:30]1[CH:35]=[C:34]([C:2]2[C:3](=[O:28])[NH:4][C:5](=[O:27])[N:6]([CH2:8][CH2:9][CH2:10][N:11]3[CH2:16][C@H:15]4[C@:13]([C:17]5[CH:22]=[CH:21][C:20]([C:23]([F:24])([F:25])[F:26])=[CH:19][CH:18]=5)([CH2:14]4)[CH2:12]3)[N:7]=2)[CH:33]=[CH:32][N:31]=1. The yield is 0.153. (3) The reactants are [S:1]1[CH:5]=[CH:4][N:3]=[C:2]1[C:6]1[CH:7]=[C:8]2[C:12](=[CH:13][CH:14]=1)[CH:11](O)[CH2:10][CH2:9]2.Cl. The catalyst is O1CCCC1.O. The product is [CH2:9]1[C:8]2[C:12](=[CH:13][CH:14]=[C:6]([C:2]3[S:1][CH:5]=[CH:4][N:3]=3)[CH:7]=2)[CH:11]=[CH:10]1. The yield is 0.460. (4) The reactants are [NH2:1][C:2]1[C:3]2[N:4]([C:11]([CH3:15])=[C:12]([CH3:14])[N:13]=2)[CH:5]=[C:6]([C:8]([NH2:10])=[O:9])[CH:7]=1.[CH2:16]([C:18]1[CH:25]=[CH:24][CH:23]=[C:22]([CH3:26])[C:19]=1[CH2:20]Cl)[CH3:17].C(=O)([O-])[O-].[K+].[K+].[I-].[K+]. The catalyst is CO.C(Cl)Cl.CC(C)=O. The product is [CH3:14][C:12]1[N:13]=[C:3]2[C:2]([NH:1][CH2:20][C:19]3[C:22]([CH3:26])=[CH:23][CH:24]=[CH:25][C:18]=3[CH2:16][CH3:17])=[CH:7][C:6]([C:8]([NH2:10])=[O:9])=[CH:5][N:4]2[C:11]=1[CH3:15]. The yield is 0.500. (5) The reactants are [CH2:1]([O:3][C:4]1[CH:5]=[C:6]([N:13]2[CH2:18][CH2:17][N:16]([CH:19]3[CH2:24][CH2:23][NH:22][CH2:21][CH2:20]3)[CH2:15][CH2:14]2)[CH:7]=[CH:8][C:9]=1[N+:10]([O-:12])=[O:11])[CH3:2].[CH:25]([S:27]([CH3:30])(=[O:29])=[O:28])=[CH2:26]. The catalyst is O1CCOCC1. The product is [CH2:1]([O:3][C:4]1[CH:5]=[C:6]([N:13]2[CH2:14][CH2:15][N:16]([CH:19]3[CH2:24][CH2:23][N:22]([CH2:26][CH2:25][S:27]([CH3:30])(=[O:29])=[O:28])[CH2:21][CH2:20]3)[CH2:17][CH2:18]2)[CH:7]=[CH:8][C:9]=1[N+:10]([O-:12])=[O:11])[CH3:2]. The yield is 0.740. (6) The product is [CH3:1][C:2]1[CH:7]=[CH:6][C:5]2[C:8]3[C:13](=[CH:12][CH:11]=[CH:10][CH:9]=3)[NH:14][C:4]=2[C:3]=1[O:17][C:18]([C:31]1[CH:36]=[CH:35][CH:34]=[CH:33][CH:32]=1)([C:25]1[CH:26]=[CH:27][CH:28]=[CH:29][CH:30]=1)[C:19]1[CH:24]=[CH:23][CH:22]=[CH:21][CH:20]=1. The reactants are [CH3:1][C:2]1[CH:7]=[CH:6][C:5]([C:8]2[CH:13]=[CH:12][CH:11]=[CH:10][CH:9]=2)=[C:4]([N+:14]([O-])=O)[C:3]=1[O:17][C:18]([C:31]1[CH:36]=[CH:35][CH:34]=[CH:33][CH:32]=1)([C:25]1[CH:30]=[CH:29][CH:28]=[CH:27][CH:26]=1)[C:19]1[CH:24]=[CH:23][CH:22]=[CH:21][CH:20]=1.C(OP(OCC)OCC)C. The yield is 0.650. No catalyst specified.